From a dataset of Reaction yield outcomes from USPTO patents with 853,638 reactions. Predict the reaction yield, written as a fraction of the theoretical maximum amount of product (1.0 means a 100% yield; for example, 0.34 means a 34% yield). (1) The product is [NH:28]1[C:27]([C:24]2[CH:25]=[C:26]3[C:21](=[CH:22][CH:23]=2)[NH:20][N:19]=[C:18]3[C:14]2[CH:13]=[C:12]([C:10]([NH:9][C@@H:7]([C:1]3[CH:6]=[CH:5][CH:4]=[CH:3][CH:2]=3)[CH3:8])=[O:11])[CH:17]=[CH:16][CH:15]=2)=[N:31][CH:30]=[N:29]1. The reactants are [C:1]1([C@H:7]([NH:9][C:10]([C:12]2[CH:17]=[CH:16][CH:15]=[C:14]([C:18]3[C:26]4[C:21](=[CH:22][CH:23]=[C:24]([C:27]5[N:31]=[CH:30][N:29](C(C6C=CC=CC=6)(C6C=CC=CC=6)C6C=CC=CC=6)[N:28]=5)[CH:25]=4)[N:20](C4CCCCO4)[N:19]=3)[CH:13]=2)=[O:11])[CH3:8])[CH:6]=[CH:5][CH:4]=[CH:3][CH:2]=1.Cl.C(=O)(O)[O-].[Na+]. The yield is 0.390. The catalyst is O1CCOCC1. (2) The product is [CH2:1]([O:3][C:4]([C:5]1[C:6]([CH2:7][O:8][C:9]([CH3:12])([CH3:11])[CH3:10])=[N:24][NH:18][CH:20]=1)=[O:14])[CH3:2]. The yield is 0.410. The reactants are [CH2:1]([O:3][C:4](=[O:14])[CH2:5][C:6](=O)[CH2:7][O:8][C:9]([CH3:12])([CH3:11])[CH3:10])[CH3:2].COC(OC)[N:18]([CH3:20])C.O.[NH2:24]N.O. The catalyst is C1(C)C=CC=CC=1. (3) The reactants are [F:1][C:2]1[CH:3]=[C:4]([CH:15]=[CH:16][CH:17]=1)[CH2:5][C:6]1[CH:14]=[CH:13][C:9]([C:10]([OH:12])=O)=[CH:8][CH:7]=1.Cl.[NH2:19][CH2:20][CH2:21][C:22]1[C:30]2[C:25](=[CH:26][CH:27]=[C:28]([OH:31])[CH:29]=2)[NH:24][CH:23]=1.CN(C(ON1N=NC2C=CC=NC1=2)=[N+](C)C)C.F[P-](F)(F)(F)(F)F.C(N(CC)C(C)C)(C)C. The catalyst is CN(C=O)C. The product is [F:1][C:2]1[CH:3]=[C:4]([CH:15]=[CH:16][CH:17]=1)[CH2:5][C:6]1[CH:7]=[CH:8][C:9]([C:10]([NH:19][CH2:20][CH2:21][C:22]2[C:30]3[C:25](=[CH:26][CH:27]=[C:28]([OH:31])[CH:29]=3)[NH:24][CH:23]=2)=[O:12])=[CH:13][CH:14]=1. The yield is 0.670. (4) The reactants are [CH3:1][N:2]([CH3:6])[CH2:3][CH2:4][OH:5].[H-].[Na+].[Cl:9][C:10]1[CH:35]=[CH:34][CH:33]=[CH:32][C:11]=1[C:12]([NH:14][C:15](=[O:31])[NH:16][C:17]1[S:18][C:19]2[CH:25]=[C:24]([S:26]([CH:29]=[CH2:30])(=[O:28])=[O:27])[CH:23]=[CH:22][C:20]=2[N:21]=1)=[O:13]. The catalyst is C1COCC1. The product is [Cl:9][C:10]1[CH:35]=[CH:34][CH:33]=[CH:32][C:11]=1[C:12]([NH:14][C:15](=[O:31])[NH:16][C:17]1[S:18][C:19]2[CH:25]=[C:24]([S:26]([CH2:29][CH2:30][O:5][CH2:4][CH2:3][N:2]([CH3:6])[CH3:1])(=[O:28])=[O:27])[CH:23]=[CH:22][C:20]=2[N:21]=1)=[O:13]. The yield is 0.290. (5) The reactants are ON1[C:6](=O)[CH2:5][CH2:4][C:3]1=[O:8].C1CCCCC1.C(=O)=[O:16].O=O.[C:20]([OH:23])(=[O:22])[CH3:21]. The product is [C:20]([OH:23])(=[O:22])[CH2:21][CH2:6][CH2:5][CH2:4][C:3]([OH:8])=[O:16]. The yield is 0.560. The catalyst is O.O.O.O.C([O-])(=O)C.[Co+2].C([O-])(=O)C. (6) The reactants are [Br:1][C:2]1[CH:7]=[CH:6][CH:5]=[CH:4][C:3]=1[NH:8][C:9]([NH:11][C:12]1[CH:17]=[CH:16][C:15]([Cl:18])=[C:14]([S:19]([NH:22][CH2:23][CH2:24][CH2:25][NH:26]C(OC(C)(C)C)=O)(=[O:21])=[O:20])[C:13]=1[OH:34])=[O:10]. The catalyst is Cl.O1CCOCC1. The product is [ClH:18].[NH2:26][CH2:25][CH2:24][CH2:23][NH:22][S:19]([C:14]1[C:13]([OH:34])=[C:12]([NH:11][C:9]([NH:8][C:3]2[CH:4]=[CH:5][CH:6]=[CH:7][C:2]=2[Br:1])=[O:10])[CH:17]=[CH:16][C:15]=1[Cl:18])(=[O:21])=[O:20]. The yield is 0.850.